Dataset: Forward reaction prediction with 1.9M reactions from USPTO patents (1976-2016). Task: Predict the product of the given reaction. (1) Given the reactants [CH3:1][CH:2]1[CH2:7][CH2:6][CH:5]([N:8]2[CH2:13][CH2:12][N:11]([C:14]3[CH:35]=[CH:34][C:17]([C:18]([NH:20][NH:21][C:22]([C:24]4[CH:33]=[CH:32][C:27]([C:28]([O:30][CH3:31])=[O:29])=[CH:26][CH:25]=4)=O)=[O:19])=[CH:16][CH:15]=3)[CH2:10][CH2:9]2)[CH2:4][CH2:3]1.O.[OH-].[Na+], predict the reaction product. The product is: [CH3:1][CH:2]1[CH2:3][CH2:4][CH:5]([N:8]2[CH2:13][CH2:12][N:11]([C:14]3[CH:35]=[CH:34][C:17]([C:18]4[O:19][C:22]([C:24]5[CH:33]=[CH:32][C:27]([C:28]([O:30][CH3:31])=[O:29])=[CH:26][CH:25]=5)=[N:21][N:20]=4)=[CH:16][CH:15]=3)[CH2:10][CH2:9]2)[CH2:6][CH2:7]1. (2) Given the reactants [NH:1]1[C:6]2N=CC=[CH:10][C:5]=2[C:4](=[O:11])[O:3][C:2]1=[O:12].Br[CH2:14][CH:15]([CH2:18][CH3:19])[CH2:16][CH3:17].[CH2:20](Br)CCC, predict the reaction product. The product is: [CH2:16]([CH:15]([CH2:18][CH3:19])[CH2:14][N:1]1[C:6]([CH3:20])=[C:5]([CH3:10])[C:4](=[O:11])[O:3][C:2]1=[O:12])[CH3:17]. (3) Given the reactants [F:1][C:2]([F:13])([F:12])[C:3]1[CH:11]=[CH:10][CH:9]=[CH:8][C:4]=1[C:5](Cl)=[O:6].Cl.[Cl:15][C:16]1[CH:21]=[CH:20][C:19]([CH:22]2[CH:24]([CH3:25])[CH:23]2[NH2:26])=[CH:18][CH:17]=1.C(N(CC)CC)C, predict the reaction product. The product is: [Cl:15][C:16]1[CH:17]=[CH:18][C:19]([C@H:22]2[C@H:24]([CH3:25])[C@H:23]2[NH:26][C:5](=[O:6])[C:4]2[CH:8]=[CH:9][CH:10]=[CH:11][C:3]=2[C:2]([F:13])([F:12])[F:1])=[CH:20][CH:21]=1. (4) Given the reactants C[O:2][C:3](=[O:24])[CH:4]([C:11]1[CH:16]=[CH:15][C:14]([C:17]#[C:18][C:19]([OH:23])([CH3:22])[CH2:20][CH3:21])=[CH:13][CH:12]=1)[CH2:5][CH:6]1[CH2:10][CH2:9][CH2:8][CH2:7]1.[OH-].[Li+], predict the reaction product. The product is: [CH:6]1([CH2:5][CH:4]([C:11]2[CH:16]=[CH:15][C:14]([C:17]#[C:18][C:19]([OH:23])([CH3:22])[CH2:20][CH3:21])=[CH:13][CH:12]=2)[C:3]([OH:24])=[O:2])[CH2:10][CH2:9][CH2:8][CH2:7]1.